Dataset: Reaction yield outcomes from USPTO patents with 853,638 reactions. Task: Predict the reaction yield, written as a fraction of the theoretical maximum amount of product (1.0 means a 100% yield; for example, 0.34 means a 34% yield). (1) The reactants are O=C1C2C(=CC=CC=2)C(=O)[N:3]1[CH2:12][CH2:13][C:14]1[C:15]([C:24]([O:26]C)=O)=[CH:16][C:17]([O:20][CH:21]([CH3:23])[CH3:22])=[N:18][CH:19]=1.O.NN. The catalyst is CCO. The product is [CH3:22][CH:21]([O:20][C:17]1[CH:16]=[C:15]2[C:14]([CH2:13][CH2:12][NH:3][C:24]2=[O:26])=[CH:19][N:18]=1)[CH3:23]. The yield is 0.960. (2) The reactants are [Cl:1][C:2]1[CH:3]=[CH:4][C:5]([NH:18][CH2:19][CH:20]2[CH2:25][CH2:24][NH:23][CH2:22][CH2:21]2)=[C:6]([CH:17]=1)[C:7]([NH:9][C:10]1[CH:15]=[CH:14][C:13]([CH3:16])=[CH:12][N:11]=1)=[O:8].[S:26]1[CH2:31][CH2:30][C:29](=O)[CH2:28][CH2:27]1.C([BH3-])#N.[Na+]. The catalyst is CO.C(O)(=O)C.O1CCCC1. The product is [Cl:1][C:2]1[CH:3]=[CH:4][C:5]([NH:18][CH2:19][CH:20]2[CH2:25][CH2:24][N:23]([CH:29]3[CH2:30][CH2:31][S:26][CH2:27][CH2:28]3)[CH2:22][CH2:21]2)=[C:6]([CH:17]=1)[C:7]([NH:9][C:10]1[CH:15]=[CH:14][C:13]([CH3:16])=[CH:12][N:11]=1)=[O:8]. The yield is 0.400. (3) The reactants are [Cl:1][C:2]1[CH:3]=[C:4]2[C:12](=[C:13]([N+:16]([O-:18])=[O:17])[C:14]=1F)[NH:11][C:10]1[CH:9]=[N:8][CH:7]=[CH:6][C:5]2=1.Cl.[CH3:20][N:21]([CH3:25])[CH2:22][CH2:23][SH:24].C([Li])CCC.O. The catalyst is CN(C=O)C. The product is [Cl:1][C:2]1[CH:3]=[C:4]2[C:12](=[C:13]([N+:16]([O-:18])=[O:17])[C:14]=1[S:24][CH2:23][CH2:22][N:21]([CH3:25])[CH3:20])[NH:11][C:10]1[CH:9]=[N:8][CH:7]=[CH:6][C:5]2=1. The yield is 0.830. (4) The reactants are [Br:1][C:2]1[CH:7]=[CH:6][C:5]([CH2:8][C:9]([OH:11])=[O:10])=[CH:4][CH:3]=1.Br[C:13]1[CH:18]=[CH:17]C(CC(OC2CCCCO2)=O)=[CH:15][CH:14]=1. No catalyst specified. The product is [Br:1][C:2]1[CH:3]=[CH:4][C:5]([C:8]2([C:9]([OH:11])=[O:10])[CH2:17][CH2:18][CH2:13][CH2:14][CH2:15]2)=[CH:6][CH:7]=1. The yield is 0.250. (5) The reactants are Cl[C:2]1[C:7](CCC(O)=O)=[CH:6][CH:5]=[CH:4][N:3]=1.[C:13]1(B(O)O)[CH:18]=[CH:17][CH:16]=[CH:15][CH:14]=1.C([O-])([O-])=O.[K+].[K+]. The catalyst is O1CCOCC1.O.C1C=CC([P]([Pd]([P](C2C=CC=CC=2)(C2C=CC=CC=2)C2C=CC=CC=2)([P](C2C=CC=CC=2)(C2C=CC=CC=2)C2C=CC=CC=2)[P](C2C=CC=CC=2)(C2C=CC=CC=2)C2C=CC=CC=2)(C2C=CC=CC=2)C2C=CC=CC=2)=CC=1. The product is [C:13]1([C:2]2[CH:7]=[CH:6][CH:5]=[CH:4][N:3]=2)[CH:18]=[CH:17][CH:16]=[CH:15][CH:14]=1. The yield is 0.910. (6) The reactants are [Si:1]([O:8][CH2:9][CH:10]=O)([C:4]([CH3:7])([CH3:6])[CH3:5])([CH3:3])[CH3:2].Cl.[NH2:13][C@@H:14]1[CH2:19][CH2:18][CH2:17][N:16]([C:20]2[C:25]([Br:26])=[CH:24][N:23]=[C:22]3[NH:27][CH:28]=[C:29]([NH:30][C:31](=[O:40])[C:32]4[CH:37]=[CH:36][C:35]([F:38])=[C:34]([Cl:39])[CH:33]=4)[C:21]=23)[CH2:15]1.CCN(C(C)C)C(C)C.C(OC)(OC)OC.[BH4-].[Na+].C([O-])(O)=O.[Na+]. The catalyst is CO.C(Cl)Cl. The product is [Br:26][C:25]1[C:20]([N:16]2[CH2:17][CH2:18][CH2:19][C@@H:14]([NH:13][CH2:10][CH2:9][O:8][Si:1]([C:4]([CH3:5])([CH3:6])[CH3:7])([CH3:2])[CH3:3])[CH2:15]2)=[C:21]2[C:29]([NH:30][C:31](=[O:40])[C:32]3[CH:37]=[CH:36][C:35]([F:38])=[C:34]([Cl:39])[CH:33]=3)=[CH:28][NH:27][C:22]2=[N:23][CH:24]=1. The yield is 0.390. (7) The reactants are [C:1]([C:4]1[CH:5]=[N:6][CH:7]=[CH:8][CH:9]=1)(=[O:3])[CH3:2].[BrH:10].[Br-].[Br-].[Br-].[NH+]1C=CC=CC=1.[NH+]1C=CC=CC=1.[NH+]1C=CC=CC=1. The catalyst is C(O)(=O)C. The product is [Br:10][CH2:2][C:1]([C:4]1[CH:5]=[N:6][CH:7]=[CH:8][CH:9]=1)=[O:3]. The yield is 0.520. (8) The reactants are C[O:2][C:3]1[CH:8]=[CH:7][C:6]([C:9]2[CH:18]=[C:17]3[C:12]([CH:13]=[CH:14][CH:15]=[N:16]3)=[CH:11][N:10]=2)=[CH:5][CH:4]=1.C1(S)C=CC=CC=1.C(=O)([O-])[O-].[K+].[K+]. The catalyst is CN1CCCC1=O. The product is [N:16]1[C:17]2[C:12](=[CH:11][N:10]=[C:9]([C:6]3[CH:7]=[CH:8][C:3]([OH:2])=[CH:4][CH:5]=3)[CH:18]=2)[CH:13]=[CH:14][CH:15]=1. The yield is 0.710. (9) The catalyst is COCCOC.CC(O)=O. The yield is 0.298. The reactants are [OH:1][CH:2]([CH3:6])[C:3]([NH2:5])=O.[CH3:7]OC(OC)N(C)C.[CH3:15][O:16][C:17]([C:19]1[CH:20]=[C:21]([C:27]2[CH:32]=[CH:31][C:30]([CH3:33])=[CH:29][CH:28]=2)[CH:22]=[C:23]([NH:25][NH2:26])[CH:24]=1)=[O:18]. The product is [CH3:15][O:16][C:17]([C:19]1[CH:20]=[C:21]([C:27]2[CH:32]=[CH:31][C:30]([CH3:33])=[CH:29][CH:28]=2)[CH:22]=[C:23]([N:25]2[C:3]([CH:2]([OH:1])[CH3:6])=[N:5][CH:7]=[N:26]2)[CH:24]=1)=[O:18]. (10) The reactants are [CH3:1][C@H:2]1[O:7][C@@H:6]([CH3:8])[CH2:5][N:4]([CH2:9][CH2:10][CH2:11][O:12][C:13]2[CH:14]=[CH:15][C:16]3[C:17]4[N:18]([CH2:26][CH2:27][N:28]=4)[C:19]([NH2:25])=[N:20][C:21]=3[C:22]=2[O:23][CH3:24])[CH2:3]1.[C:29](O)(=[O:36])[C:30]1[CH:35]=[CH:34][CH:33]=[N:32][CH:31]=1.C1CN([P+](ON2N=NC3C=CC=CC2=3)(N2CCCC2)N2CCCC2)CC1.F[P-](F)(F)(F)(F)F.C(N(C(C)C)CC)(C)C. The catalyst is CN(C=O)C.CCOC(C)=O. The product is [CH3:1][C@H:2]1[O:7][C@@H:6]([CH3:8])[CH2:5][N:4]([CH2:9][CH2:10][CH2:11][O:12][C:13]2[CH:14]=[CH:15][C:16]3[C:17]4[N:18]([CH2:26][CH2:27][N:28]=4)[C:19]([NH:25][C:29](=[O:36])[C:30]4[CH:35]=[CH:34][CH:33]=[N:32][CH:31]=4)=[N:20][C:21]=3[C:22]=2[O:23][CH3:24])[CH2:3]1. The yield is 0.610.